Dataset: Reaction yield outcomes from USPTO patents with 853,638 reactions. Task: Predict the reaction yield, written as a fraction of the theoretical maximum amount of product (1.0 means a 100% yield; for example, 0.34 means a 34% yield). The reactants are [C:1]([NH:8][CH:9]1[CH2:12][C:11](=C)[CH2:10]1)([O:3][C:4]([CH3:7])([CH3:6])[CH3:5])=[O:2].C([O-])([O-])=[O:15].[K+].[K+]. The catalyst is C(Cl)Cl.O.[Cl-].C([N+](CCCC)(CCCC)CCCC)CCC. The product is [C:1]([NH:8][CH:9]1[CH2:12][C:11](=[O:15])[CH2:10]1)([O:3][C:4]([CH3:7])([CH3:6])[CH3:5])=[O:2]. The yield is 0.720.